From a dataset of Forward reaction prediction with 1.9M reactions from USPTO patents (1976-2016). Predict the product of the given reaction. (1) Given the reactants [Cl:1][C:2]1[N:7]=[N:6][C:5]([NH:8][S:9]([CH2:12][C:13]2[CH:18]=[CH:17][C:16]([C:19]#[N:20])=[CH:15][CH:14]=2)(=[O:11])=[O:10])=[C:4]([O:21]C)[CH:3]=1.B(Br)(Br)Br, predict the reaction product. The product is: [Cl:1][C:2]1[N:7]=[N:6][C:5]([NH:8][S:9]([CH2:12][C:13]2[CH:14]=[CH:15][C:16]([C:19]#[N:20])=[CH:17][CH:18]=2)(=[O:11])=[O:10])=[C:4]([OH:21])[CH:3]=1. (2) Given the reactants [NH2:1][C:2]1[CH:3]=[CH:4][C:5]([CH3:26])=[C:6]([C:8]([C:10]2[CH:15]=[CH:14][C:13]([NH:16][C:17]3[CH:22]=[CH:21][C:20]([F:23])=[CH:19][C:18]=3[F:24])=[CH:12][C:11]=2[Cl:25])=[O:9])[CH:7]=1.[C:27]([C:29]1[CH:30]=[C:31]([N:35]=[C:36]=[O:37])[CH:32]=[CH:33][CH:34]=1)#[N:28], predict the reaction product. The product is: [Cl:25][C:11]1[CH:12]=[C:13]([NH:16][C:17]2[CH:22]=[CH:21][C:20]([F:23])=[CH:19][C:18]=2[F:24])[CH:14]=[CH:15][C:10]=1[C:8]([C:6]1[CH:7]=[C:2]([NH:1][C:36]([NH:35][C:31]2[CH:32]=[CH:33][CH:34]=[C:29]([C:27]#[N:28])[CH:30]=2)=[O:37])[CH:3]=[CH:4][C:5]=1[CH3:26])=[O:9]. (3) Given the reactants O[CH:2]([C:38]1[CH:43]=[CH:42][CH:41]=[CH:40][CH:39]=1)[CH2:3][CH2:4][CH2:5][O:6][C:7]1[CH:12]=[CH:11][C:10]([CH:13]2[CH2:18][CH2:17][N:16](C(OC(C)(C)C)=O)[CH2:15][CH:14]2[O:26][CH2:27][C:28]2[CH:37]=[CH:36][C:35]3[C:30](=[CH:31][CH:32]=[CH:33][CH:34]=3)[CH:29]=2)=[CH:9][CH:8]=1.C(N(CC)CC)C.[C:51](Cl)(=[O:58])[C:52]1[CH:57]=[CH:56][CH:55]=[CH:54][CH:53]=1.Cl.C[OH:62], predict the reaction product. The product is: [C:51]([O:58][CH:2]([C:38]1[CH:39]=[CH:40][CH:41]=[CH:42][CH:43]=1)[CH2:3][CH2:4][CH2:5][O:6][C:7]1[CH:8]=[CH:9][C:10]([CH:13]2[CH2:18][CH2:17][NH:16][CH2:15][CH:14]2[O:26][CH2:27][C:28]2[CH:37]=[CH:36][C:35]3[C:30](=[CH:31][CH:32]=[CH:33][CH:34]=3)[CH:29]=2)=[CH:11][CH:12]=1)(=[O:62])[C:52]1[CH:57]=[CH:56][CH:55]=[CH:54][CH:53]=1. (4) Given the reactants [H-].[Al+3].[Li+].[H-].[H-].[H-].[F:7][C:8]1[CH:17]=[C:16]([N:18]2[CH:22]=[CH:21][CH:20]=[N:19]2)[CH:15]=[CH:14][C:9]=1[C:10](OC)=[O:11].O, predict the reaction product. The product is: [F:7][C:8]1[CH:17]=[C:16]([N:18]2[CH:22]=[CH:21][CH:20]=[N:19]2)[CH:15]=[CH:14][C:9]=1[CH2:10][OH:11]. (5) Given the reactants C[O:2][C:3]1[CH:8]=[CH:7][C:6]([O:9]C)=[CH:5][C:4]=1[CH2:11][NH:12][C:13](=[O:20])[C:14]1[CH:19]=[CH:18][CH:17]=[CH:16][CH:15]=1.B(Br)(Br)Br, predict the reaction product. The product is: [OH:2][C:3]1[CH:8]=[CH:7][C:6]([OH:9])=[CH:5][C:4]=1[CH2:11][NH:12][C:13](=[O:20])[C:14]1[CH:15]=[CH:16][CH:17]=[CH:18][CH:19]=1.